This data is from Full USPTO retrosynthesis dataset with 1.9M reactions from patents (1976-2016). The task is: Predict the reactants needed to synthesize the given product. (1) Given the product [ClH:34].[Cl:34][CH2:20][CH:19]([NH:18][C:16]([C:12]1[N:8]2[CH:9]=[CH:10][CH:11]=[C:6]([O:5][CH2:4][C:3]3[C:2]([F:1])=[CH:30][CH:29]=[CH:28][C:27]=3[F:31])[C:7]2=[N:14][C:13]=1[CH3:15])=[O:17])[CH2:22][C:23]([F:26])([F:25])[F:24], predict the reactants needed to synthesize it. The reactants are: [F:1][C:2]1[CH:30]=[CH:29][CH:28]=[C:27]([F:31])[C:3]=1[CH2:4][O:5][C:6]1[C:7]2[N:8]([C:12]([C:16]([NH:18][CH:19]([CH2:22][C:23]([F:26])([F:25])[F:24])[CH2:20]O)=[O:17])=[C:13]([CH3:15])[N:14]=2)[CH:9]=[CH:10][CH:11]=1.S(Cl)([Cl:34])=O. (2) Given the product [NH2:32][CH2:38][CH2:39][CH2:40][C@:15]([C@@H:17]1[CH2:22][CH2:21][CH2:20][N:19]([C:23]([O:25][C:26]([CH3:29])([CH3:28])[CH3:27])=[O:24])[CH2:18]1)([C:6]1[CH:5]=[CH:4][CH:3]=[C:2]([Cl:1])[C:7]=1[C:8]1[CH:13]=[CH:12][CH:11]=[C:10]([CH3:14])[CH:9]=1)[OH:16], predict the reactants needed to synthesize it. The reactants are: [Cl:1][C:2]1[CH:3]=[CH:4][CH:5]=[C:6]([C:15]([C@@H:17]2[CH2:22][CH2:21][CH2:20][N:19]([C:23]([O:25][C:26]([CH3:29])([CH3:28])[CH3:27])=[O:24])[CH2:18]2)=[O:16])[C:7]=1[C:8]1[CH:13]=[CH:12][CH:11]=[C:10]([CH3:14])[CH:9]=1.C[Si]1(C)CC[Si](C)(C)[N:32]1[CH2:38][CH2:39][CH2:40][Mg]Cl.